This data is from Catalyst prediction with 721,799 reactions and 888 catalyst types from USPTO. The task is: Predict which catalyst facilitates the given reaction. (1) Reactant: CCN(C(C)C)C(C)C.[Cl:10][C:11]1[N:16]=[CH:15][N:14]=[C:13]([CH2:17][C:18]2[CH:23]=[CH:22][C:21]([NH2:24])=[CH:20][CH:19]=2)[CH:12]=1.[CH2:25]([C:27]1[CH:32]=[CH:31][C:30]([N:33]=[C:34]=[O:35])=[CH:29][CH:28]=1)[CH3:26]. Product: [Cl:10][C:11]1[N:16]=[CH:15][N:14]=[C:13]([CH2:17][C:18]2[CH:23]=[CH:22][C:21]([NH:24][C:34]([NH:33][C:30]3[CH:31]=[CH:32][C:27]([CH2:25][CH3:26])=[CH:28][CH:29]=3)=[O:35])=[CH:20][CH:19]=2)[CH:12]=1. The catalyst class is: 1. (2) Reactant: [Br:1][C:2]1[C:10]([OH:11])=[CH:9][C:5]([C:6]([OH:8])=[O:7])=[CH:4][C:3]=1[O:12][CH2:13][CH2:14][C:15]1[CH:20]=[CH:19][C:18]([Cl:21])=[CH:17][C:16]=1[Cl:22].[C:23](=O)([O-])[O-].[K+].[K+].CBr.Cl. Product: [Br:1][C:2]1[C:10]([O:11][CH3:23])=[CH:9][C:5]([C:6]([OH:8])=[O:7])=[CH:4][C:3]=1[O:12][CH2:13][CH2:14][C:15]1[CH:20]=[CH:19][C:18]([Cl:21])=[CH:17][C:16]=1[Cl:22]. The catalyst class is: 18. (3) Reactant: Br[C:2]1[S:6][N:5]=[C:4]([C:7]([F:10])([F:9])[F:8])[C:3]=1[CH2:11][O:12][C:13]1[C:18]([F:19])=[CH:17][C:16]([CH2:20][CH2:21][C:22]([O:24][CH3:25])=[O:23])=[CH:15][C:14]=1[F:26].[Cl:27][C:28]1[CH:33]=[CH:32][C:31](B(O)O)=[CH:30][C:29]=1[F:37].[O-]P([O-])([O-])=O.[K+].[K+].[K+].Cl. Product: [Cl:27][C:28]1[CH:33]=[CH:32][C:31]([C:2]2[S:6][N:5]=[C:4]([C:7]([F:10])([F:9])[F:8])[C:3]=2[CH2:11][O:12][C:13]2[C:18]([F:19])=[CH:17][C:16]([CH2:20][CH2:21][C:22]([O:24][CH3:25])=[O:23])=[CH:15][C:14]=2[F:26])=[CH:30][C:29]=1[F:37]. The catalyst class is: 203. (4) Reactant: O.[OH-].[Li+].C[O:5][C:6](=[O:38])[CH2:7][C:8]1[C:17]([CH3:18])=[C:16]([C:19]2[CH:24]=[CH:23][C:22]([S:25](=[O:36])(=[O:35])[NH:26][C:27]3[CH:32]=[CH:31][CH:30]=[C:29]([Cl:33])[C:28]=3[CH3:34])=[CH:21][CH:20]=2)[C:15]2[C:10](=[CH:11][CH:12]=[C:13]([Cl:37])[CH:14]=2)[CH:9]=1.C1COCC1.O. Product: [Cl:37][C:13]1[CH:14]=[C:15]2[C:10](=[CH:11][CH:12]=1)[CH:9]=[C:8]([CH2:7][C:6]([OH:38])=[O:5])[C:17]([CH3:18])=[C:16]2[C:19]1[CH:20]=[CH:21][C:22]([S:25](=[O:36])(=[O:35])[NH:26][C:27]2[CH:32]=[CH:31][CH:30]=[C:29]([Cl:33])[C:28]=2[CH3:34])=[CH:23][CH:24]=1. The catalyst class is: 81. (5) Reactant: [Br:1][C:2]1[CH:7]=[CH:6][C:5]([C:8]2[N:9]=[C:10]([NH:13][C@H:14]([CH2:17][CH3:18])[CH2:15][OH:16])[S:11][CH:12]=2)=[CH:4][CH:3]=1.C(N(CC)CC)C.Cl[C:27](Cl)([O:29]C(=O)OC(Cl)(Cl)Cl)Cl. Product: [Br:1][C:2]1[CH:3]=[CH:4][C:5]([C:8]2[N:9]=[C:10]([N:13]3[C@H:14]([CH2:17][CH3:18])[CH2:15][O:16][C:27]3=[O:29])[S:11][CH:12]=2)=[CH:6][CH:7]=1. The catalyst class is: 4.